From a dataset of Full USPTO retrosynthesis dataset with 1.9M reactions from patents (1976-2016). Predict the reactants needed to synthesize the given product. (1) Given the product [NH2:39][O:38][CH:19]([CH2:20][O:21][C:22]1[CH:23]=[CH:24][C:25]([C:28](=[NH:29])[NH:30][C:31]([O:33][C:34]([CH3:36])([CH3:35])[CH3:37])=[O:32])=[CH:26][CH:27]=1)[C:18]([O:17][CH:4]([C:11]1[CH:16]=[CH:15][CH:14]=[CH:13][CH:12]=1)[C:5]1[CH:6]=[CH:7][CH:8]=[CH:9][CH:10]=1)=[O:50], predict the reactants needed to synthesize it. The reactants are: O.NN.[CH:4]([O:17][C:18](=[O:50])[CH:19]([O:38][N:39]1C(=O)C2C(=CC=CC=2)C1=O)[CH2:20][O:21][C:22]1[CH:27]=[CH:26][C:25]([C:28]([NH:30][C:31]([O:33][C:34]([CH3:37])([CH3:36])[CH3:35])=[O:32])=[NH:29])=[CH:24][CH:23]=1)([C:11]1[CH:16]=[CH:15][CH:14]=[CH:13][CH:12]=1)[C:5]1[CH:10]=[CH:9][CH:8]=[CH:7][CH:6]=1. (2) Given the product [NH2:2][C:1](=[N:15][OH:16])[C:3]1[C:12]([F:13])=[CH:11][C:6]([C:7]([O:9][CH3:10])=[O:8])=[C:5]([F:14])[CH:4]=1, predict the reactants needed to synthesize it. The reactants are: [C:1]([C:3]1[C:12]([F:13])=[CH:11][C:6]([C:7]([O:9][CH3:10])=[O:8])=[C:5]([F:14])[CH:4]=1)#[N:2].[NH2:15][OH:16]. (3) Given the product [CH2:1]([O:5][C:6]1[CH:7]=[CH:8][C:9]([CH2:12][C@H:13]([NH:18][C:19]([C@@H:21](/[CH:30]=[CH:31]/[CH2:32][CH2:33][CH2:34][CH2:35][CH2:36][CH2:37][O:38][CH2:39][CH2:40][CH2:41][CH2:42][CH2:43][CH2:44][CH3:45])[C@@:22]([OH:29])([CH2:26][CH2:27][CH3:28])[C:23]([OH:25])=[O:24])=[O:20])[C:14]([O:16][CH3:17])=[O:15])=[CH:10][CH:11]=1)[C:2]#[C:3][CH3:4], predict the reactants needed to synthesize it. The reactants are: [CH2:1]([O:5][C:6]1[CH:11]=[CH:10][C:9]([CH2:12][C@H:13]([NH:18][C:19]([C@@H:21](/[CH:30]=[CH:31]/[CH2:32][CH2:33][CH2:34][CH2:35][CH2:36][CH2:37][O:38][CH2:39][CH2:40][CH2:41][CH2:42][CH2:43][CH2:44][CH3:45])[C@@:22]([OH:29])([CH2:26][CH2:27][CH3:28])[C:23]([O-:25])=[O:24])=[O:20])[C:14]([O:16][CH3:17])=[O:15])=[CH:8][CH:7]=1)[C:2]#[C:3][CH3:4].FC(F)(F)C(O)=O. (4) Given the product [C:1]([C@@H:3]([NH:23][C:24]([C@@H:26]1[CH2:32][NH:31][CH2:30][CH2:29][CH2:28][O:27]1)=[O:25])[CH2:4][C:5]1[CH:6]=[CH:7][C:8]([C:11]2[CH:12]=[C:13]([CH3:22])[C:14]3[O:18][C:17](=[O:19])[N:16]([CH3:20])[C:15]=3[CH:21]=2)=[CH:9][CH:10]=1)#[N:2], predict the reactants needed to synthesize it. The reactants are: [C:1]([C@@H:3]([NH:23][C:24]([C@@H:26]1[CH2:32][N:31](C(OC(C)(C)C)=O)[CH2:30][CH2:29][CH2:28][O:27]1)=[O:25])[CH2:4][C:5]1[CH:10]=[CH:9][C:8]([C:11]2[CH:12]=[C:13]([CH3:22])[C:14]3[O:18][C:17](=[O:19])[N:16]([CH3:20])[C:15]=3[CH:21]=2)=[CH:7][CH:6]=1)#[N:2]. (5) Given the product [F:13][C:12]1[C:7]([NH:6][CH:3]([CH:4]2[CH2:5][CH:38]2[C:39]([OH:41])=[O:40])[C:2]([CH3:34])([CH3:1])[CH3:35])=[N:8][C:9]([C:14]2[C:22]3[C:17](=[N:18][CH:19]=[C:20]([F:23])[CH:21]=3)[NH:16][CH:15]=2)=[N:10][CH:11]=1, predict the reactants needed to synthesize it. The reactants are: [CH3:1][C:2]([CH3:35])([CH3:34])[CH:3]([NH:6][C:7]1[C:12]([F:13])=[CH:11][N:10]=[C:9]([C:14]2[C:22]3[C:17](=[N:18][CH:19]=[C:20]([F:23])[CH:21]=3)[N:16](S(C3C=CC(C)=CC=3)(=O)=O)[CH:15]=2)[N:8]=1)[CH:4]=[CH2:5].[N+](=[CH:38][C:39]([O:41]CC)=[O:40])=[N-].Cl.C(O)=O.